This data is from Full USPTO retrosynthesis dataset with 1.9M reactions from patents (1976-2016). The task is: Predict the reactants needed to synthesize the given product. (1) Given the product [NH2:1][C:2]1[C:7]([C:8]#[N:9])=[C:6]([NH:31][CH:29]([C:27]2[N:26]([C:32]3[CH:37]=[CH:36][CH:35]=[C:34]([F:38])[CH:33]=3)[C:25]3[CH:39]=[C:21]([F:20])[CH:22]=[CH:23][C:24]=3[N:28]=2)[CH3:30])[N:5]=[CH:4][N:3]=1, predict the reactants needed to synthesize it. The reactants are: [NH2:1][C:2]1[C:7]([C:8]#[N:9])=[C:6](Cl)[N:5]=[CH:4][N:3]=1.CCN(C(C)C)C(C)C.[F:20][C:21]1[CH:22]=[CH:23][C:24]2[N:28]=[C:27]([CH:29]([NH2:31])[CH3:30])[N:26]([C:32]3[CH:37]=[CH:36][CH:35]=[C:34]([F:38])[CH:33]=3)[C:25]=2[CH:39]=1. (2) Given the product [Cl:8][C:6]1[N:7]=[C:2]([N:25]2[C:26]3[C:22](=[CH:21][C:20]([O:27][CH3:28])=[CH:19][C:18]=3[Cl:17])[CH2:23][CH2:24]2)[C:3](=[O:15])[N:4]([C@@H:9]([CH:12]2[CH2:14][CH2:13]2)[CH2:10][CH3:11])[CH:5]=1, predict the reactants needed to synthesize it. The reactants are: Cl[C:2]1[C:3](=[O:15])[N:4]([C@@H:9]([CH:12]2[CH2:14][CH2:13]2)[CH2:10][CH3:11])[CH:5]=[C:6]([Cl:8])[N:7]=1.Cl.[Cl:17][C:18]1[CH:19]=[C:20]([O:27][CH3:28])[CH:21]=[C:22]2[C:26]=1[NH:25][CH2:24][CH2:23]2.